Dataset: Forward reaction prediction with 1.9M reactions from USPTO patents (1976-2016). Task: Predict the product of the given reaction. (1) Given the reactants [C:1]([O:5][C:6](=[O:24])[NH:7][C:8]1[CH:13]=[C:12]([N:14]([CH:16]2[CH2:18][CH2:17]2)[CH3:15])[C:11]([C:19]([F:22])([F:21])[F:20])=[CH:10][C:9]=1[NH2:23])([CH3:4])([CH3:3])[CH3:2].C([O:29][C:30](=O)[CH2:31][C:32]([C:34]1[CH:39]=[CH:38][N:37]=[C:36]([C:40]#[N:41])[CH:35]=1)=[O:33])(C)(C)C, predict the reaction product. The product is: [C:1]([O:5][C:6](=[O:24])[NH:7][C:8]1[CH:13]=[C:12]([N:14]([CH:16]2[CH2:17][CH2:18]2)[CH3:15])[C:11]([C:19]([F:22])([F:21])[F:20])=[CH:10][C:9]=1[NH:23][C:30](=[O:29])[CH2:31][C:32]([C:34]1[CH:39]=[CH:38][N:37]=[C:36]([C:40]#[N:41])[CH:35]=1)=[O:33])([CH3:4])([CH3:2])[CH3:3]. (2) Given the reactants [CH3:1][O:2][C:3]1[C:4]([NH:15]CC2C=CC(OC)=CC=2OC)=[N:5][C:6]2[C:11]([N:12]=1)=[CH:10][C:9]([O:13][CH3:14])=[CH:8][CH:7]=2.FC(F)(F)C(O)=O, predict the reaction product. The product is: [NH2:15][C:4]1[C:3]([O:2][CH3:1])=[N:12][C:11]2[C:6](=[CH:7][CH:8]=[C:9]([O:13][CH3:14])[CH:10]=2)[N:5]=1. (3) Given the reactants [CH3:1][C:2]1[N:6]([C:7]2[N:8]=[C:9]([N:18]3[CH2:23][CH2:22][O:21][CH2:20][CH2:19]3)[C:10]3[N:15]=[C:14]([CH:16]=O)[S:13][C:11]=3[N:12]=2)[C:5]2[CH:24]=[CH:25][CH:26]=[CH:27][C:4]=2[N:3]=1.[NH:28]1[CH2:33][CH2:32][CH2:31][CH:30]([C:34]([OH:37])([CH3:36])[CH3:35])[CH2:29]1.C(O)(=O)C.C(O[BH-](OC(=O)C)OC(=O)C)(=O)C.[Na+], predict the reaction product. The product is: [CH3:1][C:2]1[N:6]([C:7]2[N:8]=[C:9]([N:18]3[CH2:19][CH2:20][O:21][CH2:22][CH2:23]3)[C:10]3[N:15]=[C:14]([CH2:16][N:28]4[CH2:33][CH2:32][CH2:31][CH:30]([C:34]([OH:37])([CH3:36])[CH3:35])[CH2:29]4)[S:13][C:11]=3[N:12]=2)[C:5]2[CH:24]=[CH:25][CH:26]=[CH:27][C:4]=2[N:3]=1. (4) Given the reactants [N:1]1[CH:6]=[CH:5][C:4]([C:7]2[S:11][C:10]([C:12]([OH:14])=O)=[CH:9][CH:8]=2)=[CH:3][CH:2]=1.[Br:15][C:16]1[CH:17]=[C:18]([CH2:22][CH2:23][NH2:24])[CH:19]=[CH:20][CH:21]=1, predict the reaction product. The product is: [Br:15][C:16]1[CH:17]=[C:18]([CH2:22][CH2:23][NH:24][C:12]([C:10]2[S:11][C:7]([C:4]3[CH:3]=[CH:2][N:1]=[CH:6][CH:5]=3)=[CH:8][CH:9]=2)=[O:14])[CH:19]=[CH:20][CH:21]=1. (5) The product is: [C:1]1([C:7]2[N:8]=[CH:9][NH:10][C:11]=2[CH:12]=[O:13])[CH:2]=[CH:3][CH:4]=[CH:5][CH:6]=1. Given the reactants [C:1]1([C:7]2[N:8]=[CH:9][NH:10][C:11]=2[CH2:12][OH:13])[CH:6]=[CH:5][CH:4]=[CH:3][CH:2]=1, predict the reaction product. (6) Given the reactants [CH3:1][O:2][C:3]1[CH:28]=[CH:27][C:6]([C:7]([NH:9][C:10]2[S:14][C:13]([NH:15][C:16]3[CH:21]=[CH:20][N:19]=[CH:18][CH:17]=3)=[N:12][C:11]=2[C:22]([O:24]CC)=O)=[O:8])=[CH:5][CH:4]=1.[NH3:29], predict the reaction product. The product is: [CH3:1][O:2][C:3]1[CH:4]=[CH:5][C:6]([C:7]([NH:9][C:10]2[S:14][C:13]([NH:15][C:16]3[CH:21]=[CH:20][N:19]=[CH:18][CH:17]=3)=[N:12][C:11]=2[C:22]([NH2:29])=[O:24])=[O:8])=[CH:27][CH:28]=1. (7) Given the reactants [H-].[Na+].[CH2:3]([OH:7])[C:4]#[C:5][CH3:6].Cl[C:9]1[CH:14]=[C:13]([CH2:15][C:16]2[CH:21]=[CH:20][CH:19]=[C:18]([F:22])[CH:17]=2)[N:12]=[CH:11][N:10]=1.[Cl-].[NH4+], predict the reaction product. The product is: [CH2:3]([O:7][C:9]1[CH:14]=[C:13]([CH2:15][C:16]2[CH:21]=[CH:20][CH:19]=[C:18]([F:22])[CH:17]=2)[N:12]=[CH:11][N:10]=1)[C:4]#[C:5][CH3:6].